Dataset: Full USPTO retrosynthesis dataset with 1.9M reactions from patents (1976-2016). Task: Predict the reactants needed to synthesize the given product. (1) Given the product [O:15]1[CH2:16][CH2:17][C@@H:13]([O:12][C:8]2[C:3]3[C:4]([OH:5])=[N:6][O:7][C:2]=3[CH:11]=[CH:10][CH:9]=2)[CH2:14]1, predict the reactants needed to synthesize it. The reactants are: O[C:2]1[CH:11]=[CH:10][CH:9]=[C:8]([O:12][C@@H:13]2[CH2:17][CH2:16][O:15][CH2:14]2)[C:3]=1[C:4]([NH:6][OH:7])=[O:5].C(C1NC=CN=1)(C1NC=CN=1)=O.Cl. (2) Given the product [CH3:1][C@H:2]1[N:7]([C:17]([O:16][C:13]([CH3:15])([CH3:14])[CH3:12])=[O:18])[CH2:6][C@H:5]([C:8]([O:10][CH3:11])=[O:9])[CH2:4][CH2:3]1, predict the reactants needed to synthesize it. The reactants are: [CH3:1][C@H:2]1[NH:7][CH2:6][C@H:5]([C:8]([O:10][CH3:11])=[O:9])[CH2:4][CH2:3]1.[CH3:12][C:13]([O:16][C:17](O[C:17]([O:16][C:13]([CH3:15])([CH3:14])[CH3:12])=[O:18])=[O:18])([CH3:15])[CH3:14]. (3) Given the product [CH3:1][C:2]1[O:6][C:5]([C:7]2[CH:12]=[CH:11][CH:10]=[CH:9][CH:8]=2)=[N:4][C:3]=1[CH2:13][O:14][C:15]1[CH:20]=[CH:19][C:18]([S:21][C:22]2[S:23][CH:24]=[C:25]([CH2:27][C:28]([OH:30])=[O:29])[N:26]=2)=[CH:17][CH:16]=1, predict the reactants needed to synthesize it. The reactants are: [CH3:1][C:2]1[O:6][C:5]([C:7]2[CH:12]=[CH:11][CH:10]=[CH:9][CH:8]=2)=[N:4][C:3]=1[CH2:13][O:14][C:15]1[CH:20]=[CH:19][C:18]([S:21][C:22]2[S:23][CH:24]=[C:25]([CH2:27][C:28]([O-:30])=[O:29])[N:26]=2)=[CH:17][CH:16]=1.O.[OH-].[Li+].O1CCCC1.Cl. (4) The reactants are: [CH2:1]([C:3]1[CH:8]=[C:7]([CH3:9])[CH:6]=[C:5]([CH2:10][CH3:11])[C:4]=1[C:12]1[C:13](=[O:25])[N:14]([CH3:24])[N:15]=[C:16]([C:20]([F:23])([F:22])[F:21])[C:17]=1[S:18][CH3:19])[CH3:2].C(=O)([O-])[OH:27].[Na+].ClC1C=C(C=CC=1)C(O)=O.S([O-])([O-])=O.[Na+].[Na+]. Given the product [CH2:1]([C:3]1[CH:8]=[C:7]([CH3:9])[CH:6]=[C:5]([CH2:10][CH3:11])[C:4]=1[C:12]1[C:13](=[O:25])[N:14]([CH3:24])[N:15]=[C:16]([C:20]([F:23])([F:22])[F:21])[C:17]=1[S:18]([CH3:19])=[O:27])[CH3:2], predict the reactants needed to synthesize it. (5) Given the product [CH2:1]([O:8][C:9]([N:11]1[CH2:15][CH2:14][CH:13]([C:16](=[O:18])[NH:21][CH2:24][O:29][CH3:30])[CH2:12]1)=[O:10])[C:2]1[CH:3]=[CH:4][CH:5]=[CH:6][CH:7]=1, predict the reactants needed to synthesize it. The reactants are: [CH2:1]([O:8][C:9]([N:11]1[CH2:15][CH2:14][CH:13]([C:16]([OH:18])=O)[CH2:12]1)=[O:10])[C:2]1[CH:7]=[CH:6][CH:5]=[CH:4][CH:3]=1.C([N:21]([CH2:24]C)CC)C.Cl.CN[O:29][CH3:30].Cl.CN(C)CCCN=C=NCC.